From a dataset of Full USPTO retrosynthesis dataset with 1.9M reactions from patents (1976-2016). Predict the reactants needed to synthesize the given product. (1) Given the product [CH2:29]([O:31][P:32]([CH2:35][O:28][C:4]1[CH:5]=[C:6]([Cl:27])[C:7]([CH2:8][C:9]2[CH:14]=[CH:13][C:12]([OH:15])=[C:11]([CH2:19][C:20]3[CH:21]=[CH:22][C:23]([F:26])=[CH:24][CH:25]=3)[CH:10]=2)=[C:2]([Cl:1])[CH:3]=1)([CH3:34])=[O:33])[CH3:30], predict the reactants needed to synthesize it. The reactants are: [Cl:1][C:2]1[CH:3]=[C:4]([OH:28])[CH:5]=[C:6]([Cl:27])[C:7]=1[CH2:8][C:9]1[CH:14]=[CH:13][C:12]([O:15]COC)=[C:11]([CH2:19][C:20]2[CH:25]=[CH:24][C:23]([F:26])=[CH:22][CH:21]=2)[CH:10]=1.[CH2:29]([O:31][P:32]([CH2:35]OS(C1C=CC(C)=CC=1)(=O)=O)([CH3:34])=[O:33])[CH3:30].C(=O)([O-])[O-].[Cs+].[Cs+]. (2) Given the product [NH2:1][C:2]1[C:3]2[CH:10]=[CH:9][N:8]([C@@H:11]3[O:15][C@@:14]([CH2:18][OH:19])([C:16]#[N:17])[C@@H:13]([OH:20])[CH2:12]3)[C:4]=2[N:5]=[CH:6][N:7]=1, predict the reactants needed to synthesize it. The reactants are: [NH2:1][C:2]1[C:3]2[CH:10]=[CH:9][N:8]([C@@H:11]3[O:15][C@@:14]([CH2:18][OH:19])([C:16]#[N:17])[C@@H:13]([O:20][Si](C(C)(C)C)(C)C)[CH2:12]3)[C:4]=2[N:5]=[CH:6][N:7]=1.CCCC[N+](CCCC)(CCCC)CCCC.[F-].C1COCC1.O.C(=O)(O)[O-].[NH4+]. (3) Given the product [CH3:1][O:2][C:3]1[CH:4]=[C:5]([S:11][CH2:13][C:14](=[O:17])[CH2:15][CH3:16])[CH:6]=[CH:7][C:8]=1[O:9][CH3:10], predict the reactants needed to synthesize it. The reactants are: [CH3:1][O:2][C:3]1[CH:4]=[C:5]([SH:11])[CH:6]=[CH:7][C:8]=1[O:9][CH3:10].Br[CH2:13][C:14](=[O:17])[CH2:15][CH3:16].C([O-])([O-])=O.[K+].[K+]. (4) Given the product [CH2:27]([C:25]1[N:24]=[CH:23][N:22]([C:17]2[CH:16]=[C:11]3[C:12]4[C:7]([CH2:8][CH2:9][N:10]3[C:20](=[O:21])[CH2:19][N:18]=2)=[C:6]([CH:2]2[CH2:3][CH2:4][CH2:5][O:1]2)[CH:15]=[CH:14][CH:13]=4)[CH:26]=1)[CH3:28], predict the reactants needed to synthesize it. The reactants are: [O:1]1[CH2:5][CH2:4][CH:3]=[C:2]1[C:6]1[CH:15]=[CH:14][CH:13]=[C:12]2[C:7]=1[CH2:8][CH2:9][N:10]1[C:20](=[O:21])[CH2:19][N:18]=[C:17]([N:22]3[CH:26]=[C:25]([CH2:27][CH3:28])[N:24]=[CH:23]3)[CH:16]=[C:11]12. (5) Given the product [CH3:13][C@@H:14]1[CH2:23][CH2:22][CH2:21][C:16]2([CH2:20][CH2:19][CH2:18][CH2:17]2)[C@@H:15]1[C:24](=[O:26])/[CH:7]=[CH:5]/[CH3:6], predict the reactants needed to synthesize it. The reactants are: C(N[CH:5]([CH3:7])[CH3:6])(C)C.C([Li])CCC.[CH3:13][C@@H:14]1[CH2:23][CH2:22][CH2:21][C:16]2([CH2:20][CH2:19][CH2:18][CH2:17]2)[C@@H:15]1[C:24](=[O:26])C.C(=O)C.Cl.O.C1(C)C=CC(S(O)(=O)=O)=CC=1.C([O-])(O)=O.[Na+].